Task: Predict the reaction yield, written as a fraction of the theoretical maximum amount of product (1.0 means a 100% yield; for example, 0.34 means a 34% yield).. Dataset: Reaction yield outcomes from USPTO patents with 853,638 reactions (1) The reactants are [C:1]([C:3]1[CH:30]=[CH:29][C:6]([C:7]([NH:9][NH:10][C:11](=[O:28])[C@H:12]([NH:16][C:17]2[C:25]3[CH:24]=[CH:23][S:22][C:21]=3[C:20]([C:26]#[N:27])=[CH:19][CH:18]=2)[C@@H:13]([OH:15])[CH3:14])=[O:8])=[CH:5][CH:4]=1)#[N:2].N1C=CN=C1.[CH3:36][C:37]([Si:40](Cl)([CH3:42])[CH3:41])([CH3:39])[CH3:38]. The catalyst is CN(C=O)C. The product is [Si:40]([O:15][C@@H:13]([CH3:14])[C@@H:12]([NH:16][C:17]1[C:25]2[CH:24]=[CH:23][S:22][C:21]=2[C:20]([C:26]#[N:27])=[CH:19][CH:18]=1)[C:11]([NH:10][NH:9][C:7](=[O:8])[C:6]1[CH:5]=[CH:4][C:3]([C:1]#[N:2])=[CH:30][CH:29]=1)=[O:28])([C:37]([CH3:39])([CH3:38])[CH3:36])([CH3:42])[CH3:41]. The yield is 0.930. (2) The reactants are [Br:1][C:2]1[CH:7]=[CH:6][C:5]([NH:8][C:9]2[N:10]([CH3:26])[C:11](=[O:25])[C:12]([CH3:24])=[CH:13][C:14]=2[C:15]([NH:17][O:18][CH2:19][CH2:20][O:21]C=C)=[O:16])=[C:4]([F:27])[CH:3]=1.BrC1C=CC(NC2N(C)C(=O)C(C)=CC=2C(OC)=O)=C(F)C=1.C(OCCON)=C.C[Si]([N-][Si](C)(C)C)(C)C.[Li+]. The catalyst is C1COCC1. The product is [Br:1][C:2]1[CH:7]=[CH:6][C:5]([NH:8][C:9]2[N:10]([CH3:26])[C:11](=[O:25])[C:12]([CH3:24])=[CH:13][C:14]=2[C:15]([NH:17][O:18][CH2:19][CH2:20][OH:21])=[O:16])=[C:4]([F:27])[CH:3]=1. The yield is 0.940. (3) The reactants are [NH2:1][C:2]1([C:7]([OH:9])=[O:8])[CH2:6][CH2:5][CH2:4][CH2:3]1.S(=O)(=O)(O)O. The catalyst is C1(O)CCCC1. The product is [NH2:1][C:2]1([C:7]([O:9][CH:2]2[CH2:6][CH2:5][CH2:4][CH2:3]2)=[O:8])[CH2:6][CH2:5][CH2:4][CH2:3]1. The yield is 0.500.